From a dataset of TCR-epitope binding with 47,182 pairs between 192 epitopes and 23,139 TCRs. Binary Classification. Given a T-cell receptor sequence (or CDR3 region) and an epitope sequence, predict whether binding occurs between them. (1) The epitope is HTTDPSFLGRY. The TCR CDR3 sequence is CASSFGQSNQPQHF. Result: 1 (the TCR binds to the epitope). (2) The epitope is GILGFVFTL. The TCR CDR3 sequence is CASSGTAVEKLFF. Result: 1 (the TCR binds to the epitope). (3) The epitope is TLIGDCATV. The TCR CDR3 sequence is CASRTSGSRNEQFF. Result: 1 (the TCR binds to the epitope). (4) The epitope is KAYNVTQAF. The TCR CDR3 sequence is CASTLHRAFSYEQYF. Result: 1 (the TCR binds to the epitope). (5) The epitope is KMQRMLLEK. The TCR CDR3 sequence is CASSFGTGLTYEQYF. Result: 0 (the TCR does not bind to the epitope).